Dataset: NCI-60 drug combinations with 297,098 pairs across 59 cell lines. Task: Regression. Given two drug SMILES strings and cell line genomic features, predict the synergy score measuring deviation from expected non-interaction effect. (1) Drug 1: CC1C(C(=O)NC(C(=O)N2CCCC2C(=O)N(CC(=O)N(C(C(=O)O1)C(C)C)C)C)C(C)C)NC(=O)C3=C4C(=C(C=C3)C)OC5=C(C(=O)C(=C(C5=N4)C(=O)NC6C(OC(=O)C(N(C(=O)CN(C(=O)C7CCCN7C(=O)C(NC6=O)C(C)C)C)C)C(C)C)C)N)C. Drug 2: CN(CCCl)CCCl.Cl. Cell line: SF-295. Synergy scores: CSS=18.8, Synergy_ZIP=-13.0, Synergy_Bliss=-6.97, Synergy_Loewe=-7.10, Synergy_HSA=-4.05. (2) Drug 2: C1CCC(C1)C(CC#N)N2C=C(C=N2)C3=C4C=CNC4=NC=N3. Cell line: LOX IMVI. Drug 1: C1CCN(CC1)CCOC2=CC=C(C=C2)C(=O)C3=C(SC4=C3C=CC(=C4)O)C5=CC=C(C=C5)O. Synergy scores: CSS=3.43, Synergy_ZIP=-3.48, Synergy_Bliss=-3.84, Synergy_Loewe=-1.78, Synergy_HSA=-1.52. (3) Drug 1: CCCCCOC(=O)NC1=NC(=O)N(C=C1F)C2C(C(C(O2)C)O)O. Drug 2: CC1=C(N=C(N=C1N)C(CC(=O)N)NCC(C(=O)N)N)C(=O)NC(C(C2=CN=CN2)OC3C(C(C(C(O3)CO)O)O)OC4C(C(C(C(O4)CO)O)OC(=O)N)O)C(=O)NC(C)C(C(C)C(=O)NC(C(C)O)C(=O)NCCC5=NC(=CS5)C6=NC(=CS6)C(=O)NCCC[S+](C)C)O. Cell line: SK-MEL-2. Synergy scores: CSS=39.8, Synergy_ZIP=-7.20, Synergy_Bliss=-10.5, Synergy_Loewe=-44.4, Synergy_HSA=-4.18. (4) Drug 1: CN(C)N=NC1=C(NC=N1)C(=O)N. Drug 2: CC1=C(C(CCC1)(C)C)C=CC(=CC=CC(=CC(=O)O)C)C. Cell line: NCI-H460. Synergy scores: CSS=5.43, Synergy_ZIP=-6.51, Synergy_Bliss=-4.05, Synergy_Loewe=-4.23, Synergy_HSA=-3.66. (5) Drug 1: CS(=O)(=O)CCNCC1=CC=C(O1)C2=CC3=C(C=C2)N=CN=C3NC4=CC(=C(C=C4)OCC5=CC(=CC=C5)F)Cl. Drug 2: CNC(=O)C1=NC=CC(=C1)OC2=CC=C(C=C2)NC(=O)NC3=CC(=C(C=C3)Cl)C(F)(F)F. Cell line: SK-MEL-5. Synergy scores: CSS=6.78, Synergy_ZIP=3.53, Synergy_Bliss=9.92, Synergy_Loewe=7.69, Synergy_HSA=7.06.